Dataset: Catalyst prediction with 721,799 reactions and 888 catalyst types from USPTO. Task: Predict which catalyst facilitates the given reaction. (1) Reactant: [C:1]1([C:7]2[O:12][C:11](=[O:13])[C:10]3[CH:14]=[CH:15][C:16]([C:18](Cl)=[O:19])=[CH:17][C:9]=3[N:8]=2)[CH:6]=[CH:5][CH:4]=[CH:3][CH:2]=1.[CH2:21]([NH2:33])[CH2:22][CH2:23][CH2:24][CH2:25][CH2:26][CH2:27][CH2:28][CH2:29][CH2:30][CH2:31][CH3:32].C(N(CC)CC)C. Product: [CH2:21]([NH:33][C:18]([C:16]1[CH:15]=[CH:14][C:10]2[C:11](=[O:13])[O:12][C:7]([C:1]3[CH:6]=[CH:5][CH:4]=[CH:3][CH:2]=3)=[N:8][C:9]=2[CH:17]=1)=[O:19])[CH2:22][CH2:23][CH2:24][CH2:25][CH2:26][CH2:27][CH2:28][CH2:29][CH2:30][CH2:31][CH3:32]. The catalyst class is: 7. (2) Reactant: [F:1][C:2]1[CH:3]=[C:4]([OH:9])[CH:5]=[C:6]([F:8])[CH:7]=1.[F:10][C:11]1[CH:18]=[CH:17][C:14]([CH2:15]Br)=[CH:13][CH:12]=1.C(=O)([O-])[O-].[K+].[K+]. Product: [F:1][C:2]1[CH:3]=[C:4]([O:9][CH2:15][C:14]2[CH:17]=[CH:18][C:11]([F:10])=[CH:12][CH:13]=2)[CH:5]=[C:6]([F:8])[CH:7]=1. The catalyst class is: 21. (3) Product: [CH3:30][O:1][C:2]1[N:6]=[CH:5][N:4]([CH2:7][C:8]2[CH:13]=[CH:12][C:11]([NH:14][C:15]([C:17]3[C:26]4[C:21](=[CH:22][CH:23]=[CH:24][CH:25]=4)[CH:20]=[CH:19][CH:18]=3)=[O:16])=[CH:10][CH:9]=2)[C:3]=1[C:27]([NH2:29])=[O:28]. Reactant: [OH:1][C:2]1[N:6]=[CH:5][N:4]([CH2:7][C:8]2[CH:13]=[CH:12][C:11]([NH:14][C:15]([C:17]3[C:26]4[C:21](=[CH:22][CH:23]=[CH:24][CH:25]=4)[CH:20]=[CH:19][CH:18]=3)=[O:16])=[CH:10][CH:9]=2)[C:3]=1[C:27]([NH2:29])=[O:28].[C:30](=O)([O-])[O-].[K+].[K+].CI. The catalyst class is: 163. (4) Reactant: [Cl:1][C:2]1[C:3]([CH3:16])=[CH:4][C:5]([F:15])=[C:6]([CH:14]=1)[C:7]([NH:9][S:10]([CH3:13])(=[O:12])=[O:11])=[O:8].[Br:17]N1C(=O)CCC1=O.C(OOC(=O)C1C=CC=CC=1)(=O)C1C=CC=CC=1.C(N(C(C)C)CC)(C)C.P([O-])(OCC)OCC. Product: [Br:17][CH2:16][C:3]1[C:2]([Cl:1])=[CH:14][C:6]([C:7]([NH:9][S:10]([CH3:13])(=[O:12])=[O:11])=[O:8])=[C:5]([F:15])[CH:4]=1. The catalyst class is: 26. (5) Reactant: [Br-].C[PH2+]([C:16]1[CH:21]=[CH:20][CH:19]=[CH:18][CH:17]=1)([C:16]1[CH:21]=[CH:20][CH:19]=[CH:18][CH:17]=1)[C:16]1[CH:21]=[CH:20][CH:19]=[CH:18][CH:17]=1.C1CCN2C(=NCCC2)CC1.[C:33]([O:37][C:38]([N:40]1[CH2:45]CCC(C=O)[CH2:41]1)=[O:39])([CH3:36])([CH3:35])[CH3:34]. Product: [C:33]([O:37][C:38]([N:40]1[CH2:45][CH2:17][CH2:18][CH:19]([CH2:20][CH:21]=[CH2:16])[CH2:41]1)=[O:39])([CH3:36])([CH3:35])[CH3:34]. The catalyst class is: 10.